From a dataset of NCI-60 drug combinations with 297,098 pairs across 59 cell lines. Regression. Given two drug SMILES strings and cell line genomic features, predict the synergy score measuring deviation from expected non-interaction effect. (1) Drug 1: CC(C1=C(C=CC(=C1Cl)F)Cl)OC2=C(N=CC(=C2)C3=CN(N=C3)C4CCNCC4)N. Drug 2: C1=NNC2=C1C(=O)NC=N2. Cell line: HCT116. Synergy scores: CSS=21.5, Synergy_ZIP=-1.33, Synergy_Bliss=4.08, Synergy_Loewe=-11.3, Synergy_HSA=3.48. (2) Drug 2: CC1CCCC2(C(O2)CC(NC(=O)CC(C(C(=O)C(C1O)C)(C)C)O)C(=CC3=CSC(=N3)C)C)C. Drug 1: CC1=C2C(C(=O)C3(C(CC4C(C3C(C(C2(C)C)(CC1OC(=O)C(C(C5=CC=CC=C5)NC(=O)C6=CC=CC=C6)O)O)OC(=O)C7=CC=CC=C7)(CO4)OC(=O)C)O)C)OC(=O)C. Cell line: A498. Synergy scores: CSS=28.9, Synergy_ZIP=-1.82, Synergy_Bliss=-2.39, Synergy_Loewe=-9.55, Synergy_HSA=-0.0256. (3) Drug 1: C1=C(C(=O)NC(=O)N1)F. Drug 2: N.N.Cl[Pt+2]Cl. Cell line: T-47D. Synergy scores: CSS=20.9, Synergy_ZIP=-7.94, Synergy_Bliss=-11.3, Synergy_Loewe=-13.7, Synergy_HSA=-11.8. (4) Drug 1: C1CC(C1)(C(=O)O)C(=O)O.[NH2-].[NH2-].[Pt+2]. Drug 2: CC(C)(C#N)C1=CC(=CC(=C1)CN2C=NC=N2)C(C)(C)C#N. Cell line: EKVX. Synergy scores: CSS=-1.74, Synergy_ZIP=0.703, Synergy_Bliss=0.668, Synergy_Loewe=-2.15, Synergy_HSA=-1.90.